Dataset: Drug-target binding data from BindingDB using Ki measurements. Task: Regression. Given a target protein amino acid sequence and a drug SMILES string, predict the binding affinity score between them. We predict pKi (pKi = -log10(Ki in M); higher means stronger inhibition). Dataset: bindingdb_ki. (1) The small molecule is CSC[C@H]1NC(Cc2c[nH]c3c(=O)[nH]cnc23)C(O)C1O. The target protein (Q9HZK1) has sequence MSVYAIIGGTGLTQLEGLTLSESLPIETPYGAPSAPLQRGRYAGREVLFLARHGHPHRFPPHQVNYRANLWALKQAGAEAVIAVNAVGGIHAAMGTGHLCVPHQLIDYTSGREHTYFAGDIEHVTHIDFSHPYDEPLRQRLIEALRALGLAHSSHGVYACTQGPRLETVAEIARLERDGNDIVGMTGMPEAALARELDLPYACLALVVNPAAGKSAGIITMAEIEQALHDGIGKVREVLARVLAG. The pKi is 9.8. (2) The small molecule is COc1ccc2c(Oc3ccc(NC(=O)c4c(C)n(CC(C)(C)O)n(-c5ccccc5)c4=O)nc3)ccnc2c1. The target protein sequence is VHFNEVIGRGHFGCVYHGTLLDNDGKKIHCAVKSLNRITDIGEVSQFLTEGIIMKDFSHPNVLSLLGICLRSEGSPLVVLPYMKHGDLRNFIRNETHNPTVKDLIGFGLQVAKGMKYLASKKFVHRDLAARNCMLDEKFTVKVADFGLARDMYDKEYYSVHNKTGAKLPVKWTALESLQTQKFTTKSDVWSFGVVLWELMTRGAPPYPDVNTFDITVYLLQGRRLLQPEYCPDPLYEVMLKCWHPKAEMRPSFSELVSRISAIFSTFI. The pKi is 8.4.